This data is from Reaction yield outcomes from USPTO patents with 853,638 reactions. The task is: Predict the reaction yield, written as a fraction of the theoretical maximum amount of product (1.0 means a 100% yield; for example, 0.34 means a 34% yield). (1) The catalyst is CS(C)=O. The product is [CH3:39][C:32]1[NH:33][C:34]([CH3:38])=[CH:35][C:36](=[O:37])[C:31]=1[CH2:30][NH:29][C:15]([C:12]1[C:11]([CH3:18])=[C:10]([N:9]([C@H:6]2[CH2:5][CH2:4][C@H:3]([N:2]([CH3:1])[CH3:21])[CH2:8][CH2:7]2)[CH2:19][CH3:20])[S:14][CH:13]=1)=[O:17]. The reactants are [CH3:1][N:2]([CH3:21])[C@H:3]1[CH2:8][CH2:7][C@H:6]([N:9]([CH2:19][CH3:20])[C:10]2[S:14][CH:13]=[C:12]([C:15]([OH:17])=O)[C:11]=2[CH3:18])[CH2:5][CH2:4]1.CN1CCOCC1.[NH2:29][CH2:30][C:31]1[C:36](=[O:37])[CH:35]=[C:34]([CH3:38])[NH:33][C:32]=1[CH3:39].C(Cl)CCl.C1C=CC2N(O)N=NC=2C=1. The yield is 0.354. (2) The reactants are [Br:1][C:2]1[CH:3]=[C:4]([C:8]([NH:12][C:13](=[O:19])[O:14][C:15]([CH3:18])([CH3:17])[CH3:16])([CH3:11])[CH:9]=O)[CH:5]=[CH:6][CH:7]=1.[CH3:20][NH2:21].C(O[BH-](OC(=O)C)OC(=O)C)(=O)C.[Na+]. The catalyst is ClC(Cl)C.O.CC(O)=O. The product is [Br:1][C:2]1[CH:3]=[C:4]([C:8]([NH:12][C:13](=[O:19])[O:14][C:15]([CH3:18])([CH3:17])[CH3:16])([CH3:11])[CH2:9][NH:21][CH3:20])[CH:5]=[CH:6][CH:7]=1. The yield is 0.600.